Task: Regression. Given two drug SMILES strings and cell line genomic features, predict the synergy score measuring deviation from expected non-interaction effect.. Dataset: NCI-60 drug combinations with 297,098 pairs across 59 cell lines Synergy scores: CSS=-0.0620, Synergy_ZIP=1.67, Synergy_Bliss=3.58, Synergy_Loewe=1.00, Synergy_HSA=0.818. Drug 2: C(CCl)NC(=O)N(CCCl)N=O. Drug 1: COC1=C2C(=CC3=C1OC=C3)C=CC(=O)O2. Cell line: TK-10.